Dataset: Peptide-MHC class I binding affinity with 185,985 pairs from IEDB/IMGT. Task: Regression. Given a peptide amino acid sequence and an MHC pseudo amino acid sequence, predict their binding affinity value. This is MHC class I binding data. (1) The peptide sequence is WHTTKGAAL. The MHC is HLA-B46:01 with pseudo-sequence HLA-B46:01. The binding affinity (normalized) is 0.0847. (2) The peptide sequence is TLDQLEDSEY. The MHC is HLA-A31:01 with pseudo-sequence HLA-A31:01. The binding affinity (normalized) is 0.115. (3) The peptide sequence is VPAMFTAAL. The MHC is BoLA-JSP.1 with pseudo-sequence BoLA-JSP.1. The binding affinity (normalized) is 0.220. (4) The peptide sequence is AEYEENKII. The MHC is Mamu-A11 with pseudo-sequence Mamu-A11. The binding affinity (normalized) is 0.859. (5) The peptide sequence is HFKKRFSTL. The binding affinity (normalized) is 0.405. The MHC is HLA-A02:01 with pseudo-sequence HLA-A02:01. (6) The peptide sequence is FLELKRGIYK. The MHC is HLA-A03:01 with pseudo-sequence HLA-A03:01. The binding affinity (normalized) is 0.854. (7) The peptide sequence is GRRTRREAI. The MHC is HLA-B08:01 with pseudo-sequence HLA-B08:01. The binding affinity (normalized) is 0.181. (8) The binding affinity (normalized) is 0.0847. The peptide sequence is ETVNFVPNY. The MHC is HLA-B15:01 with pseudo-sequence HLA-B15:01. (9) The peptide sequence is GLQKCVRMYN. The MHC is HLA-B27:05 with pseudo-sequence HLA-B27:05. The binding affinity (normalized) is 0.